Dataset: NCI-60 drug combinations with 297,098 pairs across 59 cell lines. Task: Regression. Given two drug SMILES strings and cell line genomic features, predict the synergy score measuring deviation from expected non-interaction effect. (1) Drug 1: CN(C(=O)NC(C=O)C(C(C(CO)O)O)O)N=O. Drug 2: C(CCl)NC(=O)N(CCCl)N=O. Cell line: OVCAR3. Synergy scores: CSS=66.6, Synergy_ZIP=-3.03, Synergy_Bliss=-4.10, Synergy_Loewe=-6.04, Synergy_HSA=0.554. (2) Cell line: NCI-H522. Synergy scores: CSS=2.32, Synergy_ZIP=-1.98, Synergy_Bliss=-2.51, Synergy_Loewe=-2.32, Synergy_HSA=-2.32. Drug 1: CN(C)N=NC1=C(NC=N1)C(=O)N. Drug 2: C1CN(P(=O)(OC1)NCCCl)CCCl. (3) Drug 1: C1CCC(CC1)NC(=O)N(CCCl)N=O. Drug 2: CCCCC(=O)OCC(=O)C1(CC(C2=C(C1)C(=C3C(=C2O)C(=O)C4=C(C3=O)C=CC=C4OC)O)OC5CC(C(C(O5)C)O)NC(=O)C(F)(F)F)O. Cell line: ACHN. Synergy scores: CSS=8.56, Synergy_ZIP=-6.71, Synergy_Bliss=-1.36, Synergy_Loewe=-3.55, Synergy_HSA=-0.0965.